From a dataset of Full USPTO retrosynthesis dataset with 1.9M reactions from patents (1976-2016). Predict the reactants needed to synthesize the given product. (1) Given the product [F:31][C:32]1[N:33]=[CH:34][C:35]([C:2]2[CH:3]=[C:4]([CH:28]=[CH:29][CH:30]=2)[C:5]([NH:7][C:8]2[N:9]=[N:10][C:11]([N:14]3[C:18]([C:19]([F:21])([F:22])[F:20])=[CH:17][C:16]([C:23]4[S:24][CH:25]=[CH:26][N:27]=4)=[N:15]3)=[CH:12][CH:13]=2)=[O:6])=[CH:36][CH:37]=1, predict the reactants needed to synthesize it. The reactants are: Br[C:2]1[CH:3]=[C:4]([CH:28]=[CH:29][CH:30]=1)[C:5]([NH:7][C:8]1[N:9]=[N:10][C:11]([N:14]2[C:18]([C:19]([F:22])([F:21])[F:20])=[CH:17][C:16]([C:23]3[S:24][CH:25]=[CH:26][N:27]=3)=[N:15]2)=[CH:12][CH:13]=1)=[O:6].[F:31][C:32]1[CH:37]=[CH:36][C:35](B(O)O)=[CH:34][N:33]=1.C(=O)([O-])[O-].[Cs+].[Cs+]. (2) Given the product [N:3]1[CH:4]=[CH:5][CH:31]=[CH:30][C:2]=1[NH:6][C:7](=[O:25])[CH:8]([N:13]1[C:21]2[C:16](=[CH:17][C:18]([O:22][CH3:23])=[CH:19][CH:20]=2)[CH2:15][C:14]1=[O:24])[CH2:9][CH:10]([CH3:12])[CH3:11], predict the reactants needed to synthesize it. The reactants are: S1[CH:5]=[CH:4][N:3]=[C:2]1[NH:6][C:7](=[O:25])[CH:8]([N:13]1[C:21]2[C:16](=[CH:17][C:18]([O:22][CH3:23])=[CH:19][CH:20]=2)[CH2:15][C:14]1=[O:24])[CH2:9][CH:10]([CH3:12])[CH3:11].S(Cl)(Cl)=O.[CH:30]1C=CC=C[CH:31]=1. (3) Given the product [Br:1][C:2]1[CH:8]=[CH:7][C:6]([N+:9]([O-:11])=[O:10])=[CH:5][C:3]=1[NH:4][NH2:12], predict the reactants needed to synthesize it. The reactants are: [Br:1][C:2]1[CH:8]=[CH:7][C:6]([N+:9]([O-:11])=[O:10])=[CH:5][C:3]=1[NH2:4].[N:12]([O-])=O.[Na+].Cl[Sn]Cl.C([O-])(O)=O.[Na+]. (4) Given the product [ClH:55].[O:23]=[S:2]1(=[O:1])[CH:7]([CH2:8][CH2:9][CH2:10][NH:11][CH3:12])[O:6][C:5]2[CH:13]=[CH:14][CH:15]=[CH:16][C:4]=2[N:3]1[C:17]1[CH:22]=[CH:21][CH:20]=[CH:19][CH:18]=1, predict the reactants needed to synthesize it. The reactants are: [O:1]=[S:2]1(=[O:23])[CH:7]([CH2:8][CH2:9][CH2:10][NH:11][CH3:12])[O:6][C:5]2[CH:13]=[CH:14][CH:15]=[CH:16][C:4]=2[N:3]1[C:17]1[CH:22]=[CH:21][CH:20]=[CH:19][CH:18]=1.O=S1(=O)C(CCCO)OC2C=CC=CC=2N1C1C=CC=CC=1.C1(C)C=CC(S([Cl:55])(=O)=O)=CC=1.CN.Cl. (5) Given the product [NH4+:3].[OH-:10].[Cl:1][C:2]1[N:3]=[N:4][CH:5]=[C:6]([O:16][CH2:13][CH2:11][O:10][CH3:9])[CH:7]=1, predict the reactants needed to synthesize it. The reactants are: [Cl:1][C:2]1[N:3]=[N:4][CH:5]=[C:6](Cl)[CH:7]=1.[CH3:9][O:10][CH:11]([CH3:13])[O-].[Na+].C[OH:16]. (6) Given the product [C:16]1([CH:2]2[C:3]([C:5]3[CH:6]=[CH:7][C:8]4[O:13][CH2:12][C:11](=[O:14])[NH:10][C:9]=4[CH:15]=3)=[N:22][C:23]3[CH:28]=[CH:27][CH:26]=[CH:25][C:24]=3[O:29]2)[CH:21]=[CH:20][CH:19]=[CH:18][CH:17]=1, predict the reactants needed to synthesize it. The reactants are: Br[CH:2]([C:16]1[CH:21]=[CH:20][CH:19]=[CH:18][CH:17]=1)[C:3]([C:5]1[CH:6]=[CH:7][C:8]2[O:13][CH2:12][C:11](=[O:14])[NH:10][C:9]=2[CH:15]=1)=O.[NH2:22][C:23]1[CH:28]=[CH:27][CH:26]=[CH:25][C:24]=1[OH:29].C(=O)([O-])[O-].[K+].[K+]. (7) Given the product [N+:47]([C:44]1[CH:43]=[CH:42][C:41]([O:40][C:39](=[O:50])[NH:10][CH2:9][C:8]([C:11]2[CH:16]=[CH:15][CH:14]=[C:13]([O:17][C:18]([F:21])([F:20])[F:19])[CH:12]=2)([C:22]2[CH:27]=[CH:26][CH:25]=[C:24]([O:28][C:29]([F:30])([F:31])[F:32])[CH:23]=2)[CH2:7][C:1]2[CH:6]=[CH:5][CH:4]=[CH:3][CH:2]=2)=[CH:46][CH:45]=1)([O-:49])=[O:48], predict the reactants needed to synthesize it. The reactants are: [C:1]1([CH2:7][C:8]([C:22]2[CH:27]=[CH:26][CH:25]=[C:24]([O:28][C:29]([F:32])([F:31])[F:30])[CH:23]=2)([C:11]2[CH:16]=[CH:15][CH:14]=[C:13]([O:17][C:18]([F:21])([F:20])[F:19])[CH:12]=2)[CH2:9][NH2:10])[CH:6]=[CH:5][CH:4]=[CH:3][CH:2]=1.C([O-])([O-])=O.[K+].[K+].[C:39](Cl)(=[O:50])[O:40][C:41]1[CH:46]=[CH:45][C:44]([N+:47]([O-:49])=[O:48])=[CH:43][CH:42]=1. (8) Given the product [Br:1][C:2]1[N:3]=[CH:4][C:5]([C:6]([N:28]2[CH2:29][CH2:30][N:25]([C:16]3[C:15]([CH:12]4[CH2:14][CH2:13]4)=[CH:20][C:19]([C:21]([F:24])([F:22])[F:23])=[CH:18][N:17]=3)[CH2:26][CH2:27]2)=[O:8])=[CH:9][CH:10]=1, predict the reactants needed to synthesize it. The reactants are: [Br:1][C:2]1[CH:10]=[CH:9][C:5]([C:6]([OH:8])=O)=[CH:4][N:3]=1.Cl.[CH:12]1([C:15]2[C:16]([N:25]3[CH2:30][CH2:29][NH:28][CH2:27][CH2:26]3)=[N:17][CH:18]=[C:19]([C:21]([F:24])([F:23])[F:22])[CH:20]=2)[CH2:14][CH2:13]1.